Dataset: Catalyst prediction with 721,799 reactions and 888 catalyst types from USPTO. Task: Predict which catalyst facilitates the given reaction. (1) Reactant: [C:1]([CH:3]1[CH2:12][CH2:11][C:6]2(OCC[O:7]2)[CH2:5][CH:4]1[N:13]1[CH:17]=[C:16]([C:18]([NH2:20])=[O:19])[C:15]([NH:21][C:22]2[CH:27]=[CH:26][CH:25]=[CH:24][CH:23]=2)=[N:14]1)#[N:2].C1COCC1.Cl. Product: [C:1]([CH:3]1[CH2:12][CH2:11][C:6](=[O:7])[CH2:5][CH:4]1[N:13]1[CH:17]=[C:16]([C:18]([NH2:20])=[O:19])[C:15]([NH:21][C:22]2[CH:27]=[CH:26][CH:25]=[CH:24][CH:23]=2)=[N:14]1)#[N:2]. The catalyst class is: 25. (2) Reactant: [C:1]([CH:3]([C:8]1[CH:13]=[C:12]([S:14][CH3:15])[N:11]=[CH:10][N:9]=1)C(OC)=O)#[N:2].[Cl-].[Na+].O.CS(C)=O. Product: [CH3:15][S:14][C:12]1[N:11]=[CH:10][N:9]=[C:8]([CH2:3][C:1]#[N:2])[CH:13]=1. The catalyst class is: 13.